From a dataset of Full USPTO retrosynthesis dataset with 1.9M reactions from patents (1976-2016). Predict the reactants needed to synthesize the given product. (1) Given the product [C:14]1([CH2:13][CH2:12][CH2:11][CH:10]([NH:20][C:21](=[O:40])[CH2:22][N:23]([C:25]([CH:27]2[CH2:28][CH2:29][NH:30][CH2:31][CH2:32]2)=[O:26])[CH3:24])[CH2:9][CH2:8][CH2:7][C:1]2[CH:2]=[CH:3][CH:4]=[CH:5][CH:6]=2)[CH:15]=[CH:16][CH:17]=[CH:18][CH:19]=1, predict the reactants needed to synthesize it. The reactants are: [C:1]1([CH2:7][CH2:8][CH2:9][CH:10]([NH:20][C:21](=[O:40])[CH2:22][N:23]([C:25]([CH:27]2[CH2:32][CH2:31][N:30](C(OC(C)(C)C)=O)[CH2:29][CH2:28]2)=[O:26])[CH3:24])[CH2:11][CH2:12][CH2:13][C:14]2[CH:19]=[CH:18][CH:17]=[CH:16][CH:15]=2)[CH:6]=[CH:5][CH:4]=[CH:3][CH:2]=1.FC(F)(F)C(O)=O. (2) Given the product [C:1]([O:5][C:6]([NH:8][C:9]1[CH:13]=[CH:12][S:11][C:10]=1[I:14])=[O:7])([CH3:4])([CH3:2])[CH3:3], predict the reactants needed to synthesize it. The reactants are: [C:1]([O:5][C:6]([NH:8][C:9]1[CH:13]=[CH:12][S:11][CH:10]=1)=[O:7])([CH3:4])([CH3:3])[CH3:2].[I:14]N1C(=O)CCC1=O.